From a dataset of Forward reaction prediction with 1.9M reactions from USPTO patents (1976-2016). Predict the product of the given reaction. Given the reactants [F:1][C:2]1[CH:3]=[C:4]([CH:13]=[CH:14][C:15]=1[F:16])[CH2:5][CH2:6][NH:7][C:8](=O)[O:9]CC.O=P12OP3(OP(OP(O3)(O1)=O)(=O)O2)=O, predict the reaction product. The product is: [F:1][C:2]1[CH:3]=[C:4]2[C:13](=[CH:14][C:15]=1[F:16])[C:8](=[O:9])[NH:7][CH2:6][CH2:5]2.